From a dataset of Cav3 T-type calcium channel HTS with 100,875 compounds. Binary Classification. Given a drug SMILES string, predict its activity (active/inactive) in a high-throughput screening assay against a specified biological target. (1) The molecule is Cl\C(C(=O)Nc1ccc(NC(=O)C)cc1)=C/c1ccccc1. The result is 0 (inactive). (2) The compound is O(c1ccc(CC2N(C=3N(C(C(C)C)CN3)C2)CC(NC(=O)/C(C)=C\C)C)cc1)C. The result is 0 (inactive).